From a dataset of Reaction yield outcomes from USPTO patents with 853,638 reactions. Predict the reaction yield, written as a fraction of the theoretical maximum amount of product (1.0 means a 100% yield; for example, 0.34 means a 34% yield). (1) The reactants are Br[C:2]1[CH:3]=[CH:4][C:5]2[N:9]=[C:8]([C@@H:10]3[CH2:14][CH2:13][CH2:12][N:11]3[C:15]([O:17][C:18]([CH3:21])([CH3:20])[CH3:19])=[O:16])[NH:7][C:6]=2[CH:22]=1.[B:23]1([B:23]2[O:27][C:26]([CH3:29])([CH3:28])[C:25]([CH3:31])([CH3:30])[O:24]2)[O:27][C:26]([CH3:29])([CH3:28])[C:25]([CH3:31])([CH3:30])[O:24]1.C([O-])(=O)C.[K+]. The catalyst is O1CCOCC1.C1C=CC([P]([Pd]([P](C2C=CC=CC=2)(C2C=CC=CC=2)C2C=CC=CC=2)([P](C2C=CC=CC=2)(C2C=CC=CC=2)C2C=CC=CC=2)[P](C2C=CC=CC=2)(C2C=CC=CC=2)C2C=CC=CC=2)(C2C=CC=CC=2)C2C=CC=CC=2)=CC=1. The product is [CH3:30][C:25]1([CH3:31])[C:26]([CH3:29])([CH3:28])[O:27][B:23]([C:2]2[CH:3]=[CH:4][C:5]3[N:9]=[C:8]([C@@H:10]4[CH2:14][CH2:13][CH2:12][N:11]4[C:15]([O:17][C:18]([CH3:21])([CH3:20])[CH3:19])=[O:16])[NH:7][C:6]=3[CH:22]=2)[O:24]1. The yield is 0.550. (2) The reactants are [CH3:1][N:2]([CH:4]=[O:5])C.O=P(Cl)(Cl)Cl.[CH3:11][N:12]1[C:16]([CH3:17])=[CH:15][C:14](=[O:18])N1C.[OH-].[Na+]. No catalyst specified. The product is [CH3:11][N:12]1[C:16]([CH3:17])=[C:15]([CH:14]=[O:18])[C:4](=[O:5])[N:2]1[CH3:1]. The yield is 0.180.